Dataset: NCI-60 drug combinations with 297,098 pairs across 59 cell lines. Task: Regression. Given two drug SMILES strings and cell line genomic features, predict the synergy score measuring deviation from expected non-interaction effect. (1) Cell line: SK-MEL-2. Drug 2: CC1CCC2CC(C(=CC=CC=CC(CC(C(=O)C(C(C(=CC(C(=O)CC(OC(=O)C3CCCCN3C(=O)C(=O)C1(O2)O)C(C)CC4CCC(C(C4)OC)O)C)C)O)OC)C)C)C)OC. Drug 1: CCC1=CC2CC(C3=C(CN(C2)C1)C4=CC=CC=C4N3)(C5=C(C=C6C(=C5)C78CCN9C7C(C=CC9)(C(C(C8N6C)(C(=O)OC)O)OC(=O)C)CC)OC)C(=O)OC.C(C(C(=O)O)O)(C(=O)O)O. Synergy scores: CSS=64.8, Synergy_ZIP=3.72, Synergy_Bliss=3.69, Synergy_Loewe=6.81, Synergy_HSA=8.14. (2) Drug 2: CC=C1C(=O)NC(C(=O)OC2CC(=O)NC(C(=O)NC(CSSCCC=C2)C(=O)N1)C(C)C)C(C)C. Synergy scores: CSS=3.41, Synergy_ZIP=1.54, Synergy_Bliss=4.48, Synergy_Loewe=2.03, Synergy_HSA=2.82. Cell line: UO-31. Drug 1: CN(C)C1=NC(=NC(=N1)N(C)C)N(C)C. (3) Drug 1: C1=NC2=C(N1)C(=S)N=C(N2)N. Drug 2: C1CCC(C(C1)N)N.C(=O)(C(=O)[O-])[O-].[Pt+4]. Cell line: SNB-75. Synergy scores: CSS=4.50, Synergy_ZIP=-5.45, Synergy_Bliss=-4.19, Synergy_Loewe=-4.61, Synergy_HSA=-4.00.